From a dataset of Reaction yield outcomes from USPTO patents with 853,638 reactions. Predict the reaction yield, written as a fraction of the theoretical maximum amount of product (1.0 means a 100% yield; for example, 0.34 means a 34% yield). The reactants are [H-].[Al+3].[Li+].[H-].[H-].[H-].[N:7]1([CH:12]([CH3:18])[C:13](OCC)=[O:14])[CH:11]=[CH:10][N:9]=[CH:8]1.[OH-].[Na+]. The catalyst is C1COCC1. The product is [N:7]1([CH:12]([CH3:18])[CH2:13][OH:14])[CH:11]=[CH:10][N:9]=[CH:8]1. The yield is 0.670.